From a dataset of Forward reaction prediction with 1.9M reactions from USPTO patents (1976-2016). Predict the product of the given reaction. (1) Given the reactants [NH:1]1[C:9]2[CH:8]=[CH:7][CH:6]=[C:5](B(O)O)[C:4]=2[CH:3]=[CH:2]1.C(=O)([O-])[O-].[Na+].[Na+].Cl[C:20]1[N:21]=[C:22]([N:44]2[CH2:49][CH2:48][O:47][CH2:46][CH2:45]2)[C:23]2[O:28][C:27]3[N:29]=[CH:30][C:31]([CH2:33][N:34]4[CH2:39][CH2:38][N:37]([CH2:40][CH2:41][C:42]#[N:43])[CH2:36][CH2:35]4)=[CH:32][C:26]=3[C:24]=2[N:25]=1, predict the reaction product. The product is: [NH:1]1[C:9]2[C:4](=[C:5]([C:20]3[N:21]=[C:22]([N:44]4[CH2:49][CH2:48][O:47][CH2:46][CH2:45]4)[C:23]4[O:28][C:27]5[N:29]=[CH:30][C:31]([CH2:33][N:34]6[CH2:35][CH2:36][N:37]([CH2:40][CH2:41][C:42]#[N:43])[CH2:38][CH2:39]6)=[CH:32][C:26]=5[C:24]=4[N:25]=3)[CH:6]=[CH:7][CH:8]=2)[CH:3]=[CH:2]1. (2) Given the reactants [CH3:1][O:2][C:3]1[CH:8]=[CH:7][C:6]([NH2:9])=[CH:5][C:4]=1[C:10]1[N:11]([CH3:15])[N:12]=[CH:13][CH:14]=1.[Cl:16][C:17]1[CH:22]=[CH:21][C:20]([N:23]=[C:24]=[O:25])=[CH:19][CH:18]=1, predict the reaction product. The product is: [Cl:16][C:17]1[CH:22]=[CH:21][C:20]([NH:23][C:24]([NH:9][C:6]2[CH:7]=[CH:8][C:3]([O:2][CH3:1])=[C:4]([C:10]3[N:11]([CH3:15])[N:12]=[CH:13][CH:14]=3)[CH:5]=2)=[O:25])=[CH:19][CH:18]=1. (3) Given the reactants [CH:1]([C:4]1[CH:9]=[CH:8][C:7]([Mg]Br)=[CH:6][CH:5]=1)([CH3:3])[CH3:2].[Mg].BrC1C=CC(C(C)C)=CC=1.[CH2:23]([O:26][C:27]1[CH:28]=[CH:29][C:30]([N+:35]([O-:37])=[O:36])=[C:31]([CH:34]=1)[CH:32]=[O:33])[CH:24]=[CH2:25].[Cl-].[NH4+], predict the reaction product. The product is: [CH2:23]([O:26][C:27]1[CH:28]=[CH:29][C:30]([N+:35]([O-:37])=[O:36])=[C:31]([CH:32]([C:7]2[CH:8]=[CH:9][C:4]([CH:1]([CH3:3])[CH3:2])=[CH:5][CH:6]=2)[OH:33])[CH:34]=1)[CH:24]=[CH2:25].